From a dataset of hERG potassium channel inhibition data for cardiac toxicity prediction from Karim et al.. Regression/Classification. Given a drug SMILES string, predict its toxicity properties. Task type varies by dataset: regression for continuous values (e.g., LD50, hERG inhibition percentage) or binary classification for toxic/non-toxic outcomes (e.g., AMES mutagenicity, cardiotoxicity, hepatotoxicity). Dataset: herg_karim. (1) The compound is CN(C)C(=O)c1cccc(-c2ncccc2CC(c2ccnc(N)n2)c2cccnc2F)c1. The result is 0 (non-blocker). (2) The compound is O=c1c2ccccc2c(Cc2ccc(Cl)cc2)nn1C[C@@H]1CCCN1CCCCc1ccc(OCCCN2CCCCCC2)cc1. The result is 1 (blocker).